Dataset: Full USPTO retrosynthesis dataset with 1.9M reactions from patents (1976-2016). Task: Predict the reactants needed to synthesize the given product. (1) Given the product [C:25]([O:24][C:22]([NH:21][CH2:20][CH2:19][N:18]([CH2:17][C:13]1[CH:12]=[C:11]2[C:16](=[CH:15][CH:14]=1)[N:8]([C:6]([O:5][C:1]([CH3:2])([CH3:3])[CH3:4])=[O:7])[C:9]([C:29]1[C:30](=[O:39])[NH:31][C:32]3[C:37]([CH:38]=1)=[CH:36][CH:35]=[CH:34][CH:33]=3)=[CH:10]2)[S:40]([CH:45]=[CH2:46])(=[O:42])=[O:41])=[O:23])([CH3:28])([CH3:27])[CH3:26], predict the reactants needed to synthesize it. The reactants are: [C:1]([O:5][C:6]([N:8]1[C:16]2[C:11](=[CH:12][C:13]([CH2:17][NH:18][CH2:19][CH2:20][NH:21][C:22]([O:24][C:25]([CH3:28])([CH3:27])[CH3:26])=[O:23])=[CH:14][CH:15]=2)[CH:10]=[C:9]1[C:29]1[C:30](=[O:39])[NH:31][C:32]2[C:37]([CH:38]=1)=[CH:36][CH:35]=[CH:34][CH:33]=2)=[O:7])([CH3:4])([CH3:3])[CH3:2].[S:40](Cl)(Cl)(=[O:42])=[O:41].[CH:45](N(C(C)C)CC)(C)[CH3:46]. (2) Given the product [Si:1]([O:18][CH:19]1[CH2:20][CH2:21][CH:22]([C:25]#[N:27])[CH2:23][CH2:24]1)([C:14]([CH3:17])([CH3:16])[CH3:15])([C:8]1[CH:13]=[CH:12][CH:11]=[CH:10][CH:9]=1)[C:2]1[CH:3]=[CH:4][CH:5]=[CH:6][CH:7]=1, predict the reactants needed to synthesize it. The reactants are: [Si:1]([O:18][CH:19]1[CH2:24][CH2:23][CH:22]([C:25]([NH2:27])=O)[CH2:21][CH2:20]1)([C:14]([CH3:17])([CH3:16])[CH3:15])([C:8]1[CH:13]=[CH:12][CH:11]=[CH:10][CH:9]=1)[C:2]1[CH:7]=[CH:6][CH:5]=[CH:4][CH:3]=1.CS(C)=O.C(Cl)(=O)C(Cl)=O.C(N(CC)CC)C. (3) Given the product [CH2:1]([O:3][C:4]([CH:6]1[CH2:11][CH2:10][N:9]([CH2:12][C:13]2[CH:18]=[CH:17][CH:16]=[CH:15][CH:14]=2)[CH2:8][CH2:7]1)=[O:5])[CH3:2], predict the reactants needed to synthesize it. The reactants are: [CH2:1]([O:3][C:4]([CH:6]1[CH2:11][CH2:10][NH:9][CH2:8][CH2:7]1)=[O:5])[CH3:2].[CH2:12](Cl)[C:13]1[CH:18]=[CH:17][CH:16]=[CH:15][CH:14]=1.C(=O)([O-])[O-].[K+].[K+]. (4) Given the product [CH2:15]1[C:20]2([CH2:25][CH2:24][NH:23][CH2:22][CH2:21]2)[CH2:19][CH2:18][N:17]([C:7]([C:6]2[CH:10]=[CH:11][CH:12]=[CH:13][C:5]=2[CH2:4][C:3]([NH2:41])=[O:14])=[O:9])[CH2:16]1, predict the reactants needed to synthesize it. The reactants are: CO[C:3](=[O:14])[CH2:4][C:5]1[CH:13]=[CH:12][CH:11]=[CH:10][C:6]=1[C:7]([OH:9])=O.[CH2:15]1[C:20]2([CH2:25][CH2:24][NH:23][CH2:22][CH2:21]2)[CH2:19][CH2:18][N:17](C(OC(C)(C)C)=O)[CH2:16]1.COC(=O)CC1C=CC=CC=1C([N:41]1CCC2(CCN(C(OC(C)(C)C)=O)CC2)CC1)=O. (5) Given the product [CH:1]1([CH:7]([NH:25][C:26]2[CH:27]=[CH:28][C:29]([C:32]([N:34]([CH3:42])[CH2:35][CH2:36][C:37]([OH:39])=[O:38])=[O:33])=[CH:30][CH:31]=2)[C:8]2[CH:12]=[C:11]([C:13]3[CH:14]=[CH:15][C:16]([C:19]([F:22])([F:21])[F:20])=[CH:17][CH:18]=3)[O:10][C:9]=2[CH2:23][CH3:24])[CH2:6][CH2:5][CH2:4][CH2:3][CH2:2]1, predict the reactants needed to synthesize it. The reactants are: [CH:1]1([CH:7]([NH:25][C:26]2[CH:31]=[CH:30][C:29]([C:32]([N:34]([CH3:42])[CH2:35][CH2:36][C:37]([O:39]CC)=[O:38])=[O:33])=[CH:28][CH:27]=2)[C:8]2[CH:12]=[C:11]([C:13]3[CH:18]=[CH:17][C:16]([C:19]([F:22])([F:21])[F:20])=[CH:15][CH:14]=3)[O:10][C:9]=2[CH2:23][CH3:24])[CH2:6][CH2:5][CH2:4][CH2:3][CH2:2]1. (6) Given the product [NH2:29][C:28]1[C:19]([C:17]([NH:16][C:11]2[CH:12]=[N:13][CH:14]=[CH:15][C:10]=2[N:4]2[CH2:5][C@H:6]([CH3:9])[C@@H:7]([OH:8])[C@H:2]([NH2:1])[CH2:3]2)=[O:18])=[N:20][C:21]2[C:26]([CH:27]=1)=[CH:25][CH:24]=[C:23]([N:40]1[CH2:45][CH2:44][CH2:43][CH2:42][C:41]1=[O:46])[CH:22]=2, predict the reactants needed to synthesize it. The reactants are: [NH2:1][C@H:2]1[C@H:7]([OH:8])[C@@H:6]([CH3:9])[CH2:5][N:4]([C:10]2[CH:15]=[CH:14][N:13]=[CH:12][C:11]=2[NH:16][C:17]([C:19]2[C:28]([NH:29]C(=O)OCC3C=CC=CC=3)=[CH:27][C:26]3[C:21](=[CH:22][C:23]([N:40]4[CH2:45][CH2:44][CH2:43][CH2:42][C:41]4=[O:46])=[CH:24][CH:25]=3)[N:20]=2)=[O:18])[CH2:3]1.[H][H]. (7) The reactants are: [NH2:1][C:2]1[CH:3]=[N:4][N:5]([CH3:22])[C:6]=1[N:7]1[CH2:13][CH2:12][CH:11]([F:14])[CH:10]([NH:15]C(=O)C(F)(F)F)[CH2:9][CH2:8]1.C(OC([NH:30][C:31]1[S:35][C:34]([C:36]2[C:41]([F:42])=[CH:40][CH:39]=[CH:38][N:37]=2)=[N:33][C:32]=1[C:43](O)=[O:44])=O)(C)(C)C. Given the product [NH2:30][C:31]1[S:35][C:34]([C:36]2[C:41]([F:42])=[CH:40][CH:39]=[CH:38][N:37]=2)=[N:33][C:32]=1[C:43]([NH:1][C:2]1[CH:3]=[N:4][N:5]([CH3:22])[C:6]=1[N:7]1[CH2:13][CH2:12][C@H:11]([F:14])[C@@H:10]([NH2:15])[CH2:9][CH2:8]1)=[O:44], predict the reactants needed to synthesize it. (8) Given the product [CH2:5]([C:4]1([C:9]2[CH:14]=[CH:13][C:12]([F:15])=[CH:11][CH:10]=2)[O:8][C:17](=[O:18])[N:16]([C@H:19]([C:20]([CH3:23])([CH3:22])[CH3:21])[CH3:24])[CH2:2][CH2:3]1)[CH:6]=[CH2:7], predict the reactants needed to synthesize it. The reactants are: Cl[CH2:2][CH2:3][C:4]([C:9]1[CH:14]=[CH:13][C:12]([F:15])=[CH:11][CH:10]=1)([OH:8])[CH2:5][CH:6]=[CH2:7].[N:16]([C@@H:19]([CH3:24])[C:20]([CH3:23])([CH3:22])[CH3:21])=[C:17]=[O:18].C1CCN2C(=NCCC2)CC1.